Dataset: Reaction yield outcomes from USPTO patents with 853,638 reactions. Task: Predict the reaction yield, written as a fraction of the theoretical maximum amount of product (1.0 means a 100% yield; for example, 0.34 means a 34% yield). (1) The reactants are [O:1]1[C:5]2[CH:6]=[CH:7][C:8]([C:10]3([C:13]([NH:15][C:16]4[CH:21]=[C:20]([C:22]5[CH:27]=[CH:26][C:25]([C:28](=[O:32])[N:29]([CH3:31])[CH3:30])=[CH:24][CH:23]=5)[C:19]([C:33]([O:35]C)=[O:34])=[CH:18][CH:17]=4)=[O:14])[CH2:12][CH2:11]3)=[CH:9][C:4]=2[O:3][CH2:2]1. The catalyst is CN(C=O)C.C([O-])([O-])=O.[K+].[K+]. The product is [O:1]1[C:5]2[CH:6]=[CH:7][C:8]([C:10]3([C:13]([NH:15][C:16]4[CH:21]=[C:20]([C:22]5[CH:27]=[CH:26][C:25]([C:28](=[O:32])[N:29]([CH3:31])[CH3:30])=[CH:24][CH:23]=5)[C:19]([C:33]([OH:35])=[O:34])=[CH:18][CH:17]=4)=[O:14])[CH2:12][CH2:11]3)=[CH:9][C:4]=2[O:3][CH2:2]1. The yield is 0.0800. (2) The reactants are [CH2:1]([C:8]1[N:9]=[N:10][C:11]([N:16]2[CH2:21][CH2:20][NH:19][CH2:18][CH2:17]2)=[C:12]([CH3:15])[C:13]=1[CH3:14])[C:2]1[CH:7]=[CH:6][CH:5]=[CH:4][CH:3]=1.Cl[C:23]([O:25][C:26]1[CH:31]=[CH:30][CH:29]=[CH:28][CH:27]=1)=[O:24].CN1CCOCC1. The catalyst is C(Cl)Cl. The product is [C:26]1([O:25][C:23]([N:19]2[CH2:18][CH2:17][N:16]([C:11]3[N:10]=[N:9][C:8]([CH2:1][C:2]4[CH:7]=[CH:6][CH:5]=[CH:4][CH:3]=4)=[C:13]([CH3:14])[C:12]=3[CH3:15])[CH2:21][CH2:20]2)=[O:24])[CH:31]=[CH:30][CH:29]=[CH:28][CH:27]=1. The yield is 0.810. (3) The reactants are Cl.[Cl:2][C:3]1[CH:7]=[C:6](C(O)=O)[N:5]([C:11]2[CH:12]=[N:13][CH:14]=[CH:15][CH:16]=2)[N:4]=1.C(OCC)(=O)C. The catalyst is CN(C)C=O.[OH-].[NH4+].O.[Cu]=O. The product is [Cl:2][C:3]1[CH:7]=[CH:6][N:5]([C:11]2[CH:12]=[N:13][CH:14]=[CH:15][CH:16]=2)[N:4]=1. The yield is 0.697. (4) The reactants are Cl.[F:2][C:3]([F:28])([F:27])[O:4][C:5]1[CH:10]=[CH:9][C:8]([C:11]2[CH:16]=[CH:15][CH:14]=[C:13]([C@H:17]3[CH2:21][C:20]4([CH2:26][CH2:25][NH:24][CH2:23][CH2:22]4)[O:19][CH2:18]3)[CH:12]=2)=[CH:7][CH:6]=1.C(=O)(O)[O-].[Na+].Cl[C:35]([O:37][C:38]1[CH:43]=[CH:42][C:41]([N+:44]([O-:46])=[O:45])=[CH:40][CH:39]=1)=[O:36]. The product is [F:28][C:3]([F:2])([F:27])[O:4][C:5]1[CH:10]=[CH:9][C:8]([C:11]2[CH:16]=[CH:15][CH:14]=[C:13]([C@H:17]3[CH2:21][C:20]4([CH2:22][CH2:23][N:24]([C:35]([O:37][C:38]5[CH:39]=[CH:40][C:41]([N+:44]([O-:46])=[O:45])=[CH:42][CH:43]=5)=[O:36])[CH2:25][CH2:26]4)[O:19][CH2:18]3)[CH:12]=2)=[CH:7][CH:6]=1. The catalyst is O1CCOCC1.C(OCC)(=O)C. The yield is 0.543. (5) The reactants are [H-].[Na+].[OH:3][C:4]1[CH:5]=[C:6]2[C:10](=[CH:11][CH:12]=1)[NH:9][CH:8]=[CH:7]2.[NH2:13][C:14]1[N:19]=[C:18](Cl)[CH:17]=[C:16]([Cl:21])[N:15]=1. The catalyst is CS(C)=O. The product is [Cl:21][C:16]1[CH:17]=[C:18]([O:3][C:4]2[CH:5]=[C:6]3[C:10](=[CH:11][CH:12]=2)[NH:9][CH:8]=[CH:7]3)[N:19]=[C:14]([NH2:13])[N:15]=1. The yield is 0.220. (6) The reactants are Br[C:2]1[CH:3]=[C:4]2[C:9](=[CH:10][CH:11]=1)[N:8]=[CH:7][C:6]([C:12]([CH:14]1[CH2:16][CH2:15]1)=[O:13])=[C:5]2[NH:17][CH:18]1[CH2:23][CH2:22][CH:21]([N:24]([CH2:27][CH3:28])[CH2:25][CH3:26])[CH2:20][CH2:19]1.[CH3:29][O:30][C:31]1[CH:36]=[C:35](B2OC(C)(C)C(C)(C)O2)[CH:34]=[CH:33][C:32]=1[OH:46]. No catalyst specified. The product is [CH:14]1([C:12]([C:6]2[CH:7]=[N:8][C:9]3[C:4]([C:5]=2[NH:17][CH:18]2[CH2:19][CH2:20][CH:21]([N:24]([CH2:25][CH3:26])[CH2:27][CH3:28])[CH2:22][CH2:23]2)=[CH:3][C:2]([C:35]2[CH:34]=[CH:33][C:32]([OH:46])=[C:31]([O:30][CH3:29])[CH:36]=2)=[CH:11][CH:10]=3)=[O:13])[CH2:16][CH2:15]1. The yield is 0.600. (7) The reactants are [NH:1]1[C:9]2[C:4](=[CH:5][CH:6]=[CH:7][CH:8]=2)[C:3]([C:10]([CH3:14])([CH3:13])[CH2:11][NH2:12])=[CH:2]1.C(N(CC)CC)C.[C:22]([C:26]1[CH:31]=[CH:30][C:29]([S:32](Cl)(=[O:34])=[O:33])=[CH:28][CH:27]=1)([CH3:25])([CH3:24])[CH3:23]. The catalyst is C(Cl)Cl. The product is [C:22]([C:26]1[CH:31]=[CH:30][C:29]([S:32]([NH:12][CH2:11][C:10]([C:3]2[C:4]3[C:9](=[CH:8][CH:7]=[CH:6][CH:5]=3)[NH:1][CH:2]=2)([CH3:14])[CH3:13])(=[O:34])=[O:33])=[CH:28][CH:27]=1)([CH3:25])([CH3:23])[CH3:24]. The yield is 0.120.